From a dataset of Full USPTO retrosynthesis dataset with 1.9M reactions from patents (1976-2016). Predict the reactants needed to synthesize the given product. (1) Given the product [CH3:1][O:2][C:3]1[CH:4]=[C:5]([CH2:20][CH2:21][C:22]([N:43]2[CH2:44][CH2:45][N:40]([CH2:30][C:31]3[CH:39]=[CH:38][C:37]4[O:36][CH2:35][O:34][C:33]=4[CH:32]=3)[CH2:41][CH2:42]2)=[O:23])[CH:6]=[CH:7][C:8]=1[N:9]([CH3:19])[C:10]1[CH:15]=[CH:14][C:13]([N+:16]([O-:18])=[O:17])=[CH:12][N:11]=1, predict the reactants needed to synthesize it. The reactants are: [CH3:1][O:2][C:3]1[CH:4]=[C:5]([CH2:20][CH2:21][C:22](OCC)=[O:23])[CH:6]=[CH:7][C:8]=1[N:9]([CH3:19])[C:10]1[CH:15]=[CH:14][C:13]([N+:16]([O-:18])=[O:17])=[CH:12][N:11]=1.[OH-].[Na+].Cl.[CH2:30]([N:40]1[CH2:45][CH2:44][NH:43][CH2:42][CH2:41]1)[C:31]1[CH:39]=[CH:38][C:37]2[O:36][CH2:35][O:34][C:33]=2[CH:32]=1. (2) Given the product [CH3:8][C:7]1[C:10]2=[C:12]([CH:4]=[O:5])[CH:13]=[CH:14][CH:15]=[C:16]2[O:6][CH:9]=1, predict the reactants needed to synthesize it. The reactants are: CN([CH:4]=[O:5])C.[OH2:6].[C:7]([Li])([CH3:10])([CH3:9])[CH3:8].[CH3:12][CH2:13][CH2:14][CH2:15][CH2:16]C. (3) Given the product [N:1]([CH2:10][CH2:11][O:12][CH2:13][CH2:14][NH:15][C:16](=[O:17])[O:18][C:19]([CH3:22])([CH3:21])[CH3:20])=[N+:2]=[N-:3], predict the reactants needed to synthesize it. The reactants are: [N-:1]=[N+:2]=[N-:3].[Na+].CS(O[CH2:10][CH2:11][O:12][CH2:13][CH2:14][NH:15][C:16]([O:18][C:19]([CH3:22])([CH3:21])[CH3:20])=[O:17])(=O)=O.